From a dataset of Catalyst prediction with 721,799 reactions and 888 catalyst types from USPTO. Predict which catalyst facilitates the given reaction. Reactant: [CH2:1]([O:8][C:9]1[CH:16]=[CH:15][C:12]([CH:13]=[O:14])=[CH:11][CH:10]=1)[C:2]1[CH:7]=[CH:6][CH:5]=[CH:4][CH:3]=1.[BH4-].[Na+]. Product: [CH2:1]([O:8][C:9]1[CH:10]=[CH:11][C:12]([CH2:13][OH:14])=[CH:15][CH:16]=1)[C:2]1[CH:3]=[CH:4][CH:5]=[CH:6][CH:7]=1. The catalyst class is: 8.